This data is from Reaction yield outcomes from USPTO patents with 853,638 reactions. The task is: Predict the reaction yield, written as a fraction of the theoretical maximum amount of product (1.0 means a 100% yield; for example, 0.34 means a 34% yield). (1) The yield is 0.560. The product is [C:38]([SiH2:37][O:36][C:35]([C:48]1[CH:49]=[CH:50][CH:51]=[CH:52][CH:53]=1)([C:42]1[CH:47]=[CH:46][CH:45]=[CH:44][CH:43]=1)[C:32]1[CH:33]=[CH:34][N:29]2[N:28]=[C:27]([CH3:54])[C:26]([C:24]3[C:23](=[O:22])[NH:20][C:18](=[O:19])[C:17]=3[C:13]3[C:12]4[C:16](=[C:8]([CH3:7])[CH:9]=[CH:10][CH:11]=4)[NH:15][CH:14]=3)=[C:30]2[CH:31]=1)([CH3:41])([CH3:39])[CH3:40]. The catalyst is O1CCCC1.CCOC(C)=O.O. The reactants are CC(C)([O-])C.[K+].[CH3:7][C:8]1[CH:9]=[CH:10][CH:11]=[C:12]2[C:16]=1[NH:15][CH:14]=[C:13]2[CH2:17][C:18]([NH2:20])=[O:19].C[O:22][C:23](=O)[C:24]([C:26]1[C:27]([CH3:54])=[N:28][N:29]2[CH:34]=[CH:33][C:32]([C:35]([C:48]3[CH:53]=[CH:52][CH:51]=[CH:50][CH:49]=3)([C:42]3[CH:47]=[CH:46][CH:45]=[CH:44][CH:43]=3)[O:36][SiH2:37][C:38]([CH3:41])([CH3:40])[CH3:39])=[CH:31][C:30]=12)=O.[NH4+].[Cl-].C1CCN2C(=NCCC2)CC1. (2) The reactants are [NH:1]1[CH2:9][CH2:8][CH2:7][CH:3]([C:4]([NH2:6])=[O:5])[CH2:2]1.[C:10](O[C:10]([O:12][C:13]([CH3:16])([CH3:15])[CH3:14])=[O:11])([O:12][C:13]([CH3:16])([CH3:15])[CH3:14])=[O:11]. The yield is 0.930. The catalyst is C1COCC1. The product is [C:13]([O:12][C:10]([N:1]1[CH2:9][CH2:8][CH2:7][C@@H:3]([C:4]([NH2:6])=[O:5])[CH2:2]1)=[O:11])([CH3:16])([CH3:15])[CH3:14].